Dataset: Forward reaction prediction with 1.9M reactions from USPTO patents (1976-2016). Task: Predict the product of the given reaction. (1) Given the reactants [CH2:1]([O:3][C:4](=[O:17])[CH2:5][CH2:6][C:7]([C:9]1[CH:14]=[CH:13][C:12]([O:15]C)=[CH:11][CH:10]=1)=[O:8])[CH3:2], predict the reaction product. The product is: [CH2:1]([O:3][C:4](=[O:17])[CH2:5][CH2:6][C:7]([C:9]1[CH:10]=[CH:11][C:12]([OH:15])=[CH:13][CH:14]=1)=[O:8])[CH3:2]. (2) Given the reactants [N:1]1([C:5](=[O:36])[CH2:6][C:7]2[CH:34]=[CH:33][C:10]([CH2:11][O:12][CH2:13][C@H:14]3[CH2:16][C@@H:15]3[CH:17]3[CH2:22][CH2:21][N:20](C(OCC4C=CC=CC=4)=O)[CH2:19][CH2:18]3)=[C:9]([F:35])[CH:8]=2)[CH2:4][CH2:3][CH2:2]1.[H][H], predict the reaction product. The product is: [N:1]1([C:5](=[O:36])[CH2:6][C:7]2[CH:34]=[CH:33][C:10]([CH2:11][O:12][CH2:13][C@H:14]3[CH2:16][C@@H:15]3[CH:17]3[CH2:22][CH2:21][NH:20][CH2:19][CH2:18]3)=[C:9]([F:35])[CH:8]=2)[CH2:4][CH2:3][CH2:2]1.